Dataset: B-cell epitopes from IEDB database with 3,159 antigens for binding position prediction. Task: Token-level Classification. Given an antigen amino acid sequence, predict which amino acid positions are active epitope sites capable of antibody binding. Output is a list of indices for active positions. (1) Given the antigen sequence: MRPGLPSYLTVFAVYLLSHLPSQRYGADAASEALDPHAFHLLLNTYGRPIRFLRENTTQCTYNSSLRNSTVVRENAISFNFFQSYNQYYVFHMPRCLFAGPLAEQFLNQVDLTETLERYQQRLDTYALVSKDLASYRSFSQQLKAQDSLGEQPTTVPPPIDLSIPHVWMPPQTTPHGWTESHTTSGLHRPHFNQTCILFDGHDLLFSTVTPCLHQGFYLIDELRYVKITLTEDFFVVTVSIDDDTPMLLIFGHLPRVLFKAPYQRDNFILRQTEKHELLVLVKKDQLNRHSYLKDPDFLDAALDFNYLDLSALLRNSFHRYAVDVLKSGRCQMLDRRTIEMAFAYALALFAAARQEEAGAQVSVPRALDRQAALLQIQEFMITCLSQTPPRTTLLLYPTAVDLAKRALWTPNQITDITSLVRLVYILSKQNQQHLIPQWALRQIADFALKLHKTHLASFLSAFARQELYLMGSLVHSMLVHTTERREIFIVETGLCSLAE..., which amino acid positions are active epitope sites? The epitope positions are: [33, 34, 35, 36, 37, 38, 39, 40, 41, 42]. The amino acids at these positions are: LDPHAFHLLL. (2) Given the antigen sequence: MSSFGYDPYFSTSYKRRYVETPRVHISSVRSGYSTARSAYSSYSAPVSSSLSVRRSYSSSSGSLMPSLENLDLSQVAAISNDLKSIRTQEKAQLQDLNDRFASFIERVHELEQQNKVLEAELLVLRQKHSEPSRFRALYEQEIRDLRLAAEDATNEKQALQGEREGLEETLRNLQARYEEEVLSREDAEGRLMEARKGADEAALARAELEKRIDSLMDEIAFLKKVHEEEIAELQAQIQYAQISVEMDVSSKPDLSAALKDIRAQYEKLAAKNMQNAEEWFKSRFTVLTESAAKNTDAVRAAKDEVSESRRLLKAKTLEIEACRGMNEALEKQLQELEDKQNADISAMQDTINKLENELRSTKSEMARYLKEYQDLLNVKMALDIEIAAYRKLLEGEETRLSFTSVGSITSGYSQSSQVFGRSAYSGLQSSSYLMSARSFPAYYTSHVQEEQTEVEETIEATKAEEAKDEPPSEGEAEEEEKEKEEGEEEEGAEEEEAAK..., which amino acid positions are active epitope sites? The epitope positions are: [249, 250, 251, 252, 253, 254, 255, 256, 257, 258, 259, 260, 261, 262, 263, 264]. The amino acids at these positions are: SSKPDLSAALKDIRAQ. (3) Given the antigen sequence: DFMLTQPHSVSESPGKTVTISCTRSSGSIASNYVQWYQQRPGSAPTTVIYEDDQRPSGVPARFSGSIDRSSNSASLTISGLQTEDEADYYCQSYERVFGGGTKLTVLSQPKAAPSVTLFPPPPL, which amino acid positions are active epitope sites? The epitope positions are: [0, 1, 2, 3, 4, 5, 6, 7, 8, 9, 10, 11, 12, 13, 14, 15, 16, 17, 18]. The amino acids at these positions are: DFMLTQPHSVSESPGKTVT. (4) Given the antigen sequence: MKVLWAALLVTFLAGCQAKVEQAVETEPEPELRQQTEWQSGQRWELALGRFWDYLRWVQTLSEQVQEELLSSQVTQELRALMDETMKELKAYKSELEEQLTPVAEETRARLSKELQAAQARLGADMEDVCGRLVQYRGEVQAMLGQSTEELRVRLASHLRKLRKRLLRDADDLQKRLAVYQAGAREGAERGLSAIRERLGPLVEQGRVRAATVGSLAGQPLQERAQAWGERLRARMEEMGSRTRDRLDEVKEQVAEVRAKLEEQAQQIRLQAEAFQARLKSWFEPLVEDMQRQWAGLVEKVQAAVGTSAAPVPSDNH, which amino acid positions are active epitope sites? The epitope positions are: [196, 197, 198, 199, 200, 201, 202, 203, 204, 205, 206]. The amino acids at these positions are: ERLGPLVEQGR. (5) Given the antigen sequence: MADAAVIEKLEAGFKKLEAATDCKSLLKKYLTKEVFDKLKDKRTSLGATLLDVIQSGVENLDSGVGIYAPDAEAYTLFAPLFDPIIEDYHVGFKQTDKHPNKDFGDVNSFVNVDPEGKFVISTRVRCGRSLQGYPFNPCLTESQYKEMEAKVSSTLSSLEGELKGTYYPLTGMSKEVQQKLIDDHFLFKEGDRFLQAANACRYWPAGRGIYHNDNKTFLVWVNEEDHLRIISMQMGGDLGQVFRRLTSAVNEIEKRIPFSHHDRLGFLTFCPTNLGTTVRASVHIKLPKLAANREKLEEVAGKYNLQVRGTRGEHTEAEGGIYDISNKRRMGLTEFQAVKEMQDGILELIKIEKEM, which amino acid positions are active epitope sites? The epitope positions are: [60, 61, 62, 63, 64, 65, 66, 67, 68, 69, 70, 71, 72, 73, 74]. The amino acids at these positions are: LDSGVGIYAPDAEAY. (6) Given the antigen sequence: MVYKIFLAFFLCWIFLIRVKSEEKPKDFENKDYYHFHFSKDVDLDAFSQELGFEYEEALEHLDGHYLFSIDKGVSDDKIEEKIKDYFGLEGNIIDGFNSDKLFYYEKQKLLRREKRNVIRDPMYLDTSQNSGDTGNVNSGEKDQQIKLLEEKFEEIKKKLNISDKYFGKQWYLFNKKNPGVDINVTGLWLEGITGKGVTVGVTDDGLYYKNEDLIQNYCAEGSYDFNTQTSDPSPKRSDDTHGTRCAGEIVAAKNTFCGVGVAYDAKVSGIRFLASVLSSWLEGKALSYRYDINDIYSCSWGPRDDGKTIEGVPYSAYNSIINGINLGRKGLGSIYVFGSGNGGYYDNCNYDGYVVSPYTITIGSIDVRGIRHYFSEQCSSVLASTYSGSIVTNARIYTTDVGEKGCSTVHSGSSASTPIAAGVIALVLSVRPNLTWHDIQGLIVESAVPFSLDYPGWEKLPSGRYYHYYFGYGKLDAYRMVEAARNFKHLNPQARFSVP..., which amino acid positions are active epitope sites? The epitope positions are: [776, 777, 778, 779, 780, 781, 782, 783, 784, 785, 786]. The amino acids at these positions are: RPAPPKPTPQP. (7) Given the antigen sequence: MEKIVLLFAIVSLVKSDQICIGYHANNSTEQVDTIMEKNVTVTHAQDILEKTHNGKLCDLDGVKPLILRDCSVAGWLLGNPMCDEFINVPEWSYIVEKANPVNDLCYPGDFNDYEELKHLLSRINHFEKIQIIPKSSWSSHEASLGVSSACPYQGKSSFFRNVVWLIKKNSTYPTIKRSYNNTNQEDLLVLWGIHHPNDAAEQTKLYQNPTTYISVGTSTLNQRLVPRIATRSKVNGQSGRMEFFWTILKPNDAINFESNGNFIAPEYAYKIVKKGDSTIMKSELEYGNCNTKCQTPMGAINSSMPFHNIHPLTIGECPKYVKSNRLVLATGLRNSPQRERRRKKRGLFGAIAGFIEGGWQGMVDGWYGYHHSNEQGSGYAADKESTQKAIDGVTNKVNSIIDKMNTQFEAVGREFNNLERRIENLNKKMEDGFLDVWTYNAELLVLMENERTLDFHDSNVKNLYDKVRLQLRDNAKELGNGCFEFYHKCDNECMESVRN..., which amino acid positions are active epitope sites? The epitope positions are: [249, 250, 251, 252, 253, 254, 255, 256]. The amino acids at these positions are: KPNDAINF. (8) Given the antigen sequence: MAVSPRWISSVCALLILCLFLGVKASTVKHELNYRLLNSKNTSIADSSDDSWSQHAVDNPEEVAAMVDISIRNSTERRRLGYFSCETGNPIDDCWRCDPKWHLHRKHLADCAIGFGRNAIGGRDGKFYVVSDSSDDNPVDPKPGTLRHAVIQDRPLWIVFKQDMAITLKQELIMNSFKTIDGRGVNVHIANGACITIQYITNVIIHGIHIHDCKPTGNAMVRSSPSHYGWRTMADGDGISIFGASHIWIDHNSLSNCADGLIDAIMASTAITISNNYFTHHNEVMLLGHSDSYTRDKQMQVTIAYNHFGEGLIQRMPRCRHGYFHVVNNDYTHWEMFAIGGSADPTINSQGNRYLAPSNPFAKEVTKRVDTSDGVWKSWNWRSEGDLLLNGAYFISSGARSAASYARASSLGAKSSSLVGALTSSAGAMSCRVGRQC, which amino acid positions are active epitope sites? The epitope positions are: [380, 381, 382, 383, 384, 385, 386, 387, 388, 389, 390]. The amino acids at these positions are: WRSEGDLLLNG. (9) Given the antigen sequence: EANQQQQFNRNVEDIELWLYEVEGHLASDDYGKDLTNVQNLQKKHALLEADVAAHQDRIDGVTIQARQFQDAGHFDAENIKKKQEALVARYEALKEPMVARKQKLADSLRLQQLFRDVEDEETWIREKEPIAASTNRGKDLIGVQNLLKKHQALQAEIAGHEPRIKAVTQKGNAMVEEGHFAAEDVKAKLHELNQKWEALKAKASQRRQDLEDSLQAQQYFADANEAESWMREKEPIVGSTDYGKDEDSAEALLKKHEALMSDLSAYGSSIQALREQAQSCRQQVAPTDDETGKELVLALYDYQEKSPREVTMKKGDILTLLNSTNKDWWKVEVNDRQGFVPAAYVKKLDPAQSASRENLLEEQGSIALRQEQIDNQTRITKEAGSVSLRMKQVEELYHSLLELGEKRKGMLEKSCKKFMLFREANELQQWINEKEAALTSEEVGADLEQVEVLQKKFDDFQKDLKANESRLKDINKVAEDLESEGLMAEEVQAVQQQEV..., which amino acid positions are active epitope sites? The epitope positions are: [897, 898, 899, 900, 901, 902, 903, 904, 905, 906, 907, 908, 909, 910, 911]. The amino acids at these positions are: TASDESYKDPTNIQS. (10) Given the antigen sequence: MLGKCLTAGYCSQLPFLWCIVPFCFAVLVNASDNSSSNLQLIYNLTICELNGTDWLKDHFSWAVETFVIFPVLTHIVSYGALTTSHFLDTAGLITVSTAGYYHERYVLSSIYAVCALAALICFVIRLTKNCMSWRYSCTRYTNFSDTKGRLYRWRSPVIIEKGGKIEVGSNLIDLKRVVLDGSAATPVTKVSAEQWGRP, which amino acid positions are active epitope sites? The epitope positions are: [34, 35, 36, 37, 38, 39, 40, 41, 42, 43, 44, 45]. The amino acids at these positions are: SSSNLQLIYNLT.